The task is: Predict the product of the given reaction.. This data is from Forward reaction prediction with 1.9M reactions from USPTO patents (1976-2016). (1) The product is: [F:19][C:7]1[CH:8]=[C:9]2[C:14]3=[C:5]([N:4]=[C:3]([CH2:2][N:30]4[CH2:31][CH2:32][CH:27]([C:24]5[CH:23]=[CH:22][C:21]([F:20])=[CH:26][CH:25]=5)[CH2:28][CH2:29]4)[N:13]3[CH2:12][CH2:11][C:10]2([O:17][CH3:18])[O:15][CH3:16])[CH:6]=1. Given the reactants Cl[CH2:2][C:3]1[N:13]2[C:14]3[C:9]([C:10]([O:17][CH3:18])([O:15][CH3:16])[CH2:11][CH2:12]2)=[CH:8][C:7]([F:19])=[CH:6][C:5]=3[N:4]=1.[F:20][C:21]1[CH:26]=[CH:25][C:24]([CH:27]2[CH2:32][CH2:31][NH:30][CH2:29][CH2:28]2)=[CH:23][CH:22]=1.C(=O)([O-])[O-].[K+].[K+], predict the reaction product. (2) Given the reactants [Cl:1][C:2]1[CH:27]=[CH:26][C:5]([O:6][CH2:7][C:8]([N:10]2[CH2:15][C@H:14]([CH3:16])[N:13]([CH2:17][C:18]3[CH:23]=[CH:22][C:21]([F:24])=[CH:20][CH:19]=3)[CH2:12][C@H:11]2[CH3:25])=[O:9])=[C:4]([OH:28])[CH:3]=1.Cl[C:30]1[N:38]=[CH:37][CH:36]=[CH:35][C:31]=1[C:32]([OH:34])=[O:33].C(=O)([O-])[O-].[K+].[K+], predict the reaction product. The product is: [Cl:1][C:2]1[CH:27]=[CH:26][C:5]([O:6][CH2:7][C:8]([N:10]2[CH2:15][C@H:14]([CH3:16])[N:13]([CH2:17][C:18]3[CH:23]=[CH:22][C:21]([F:24])=[CH:20][CH:19]=3)[CH2:12][C@H:11]2[CH3:25])=[O:9])=[C:4]([CH:3]=1)[O:28][C:30]1[N:38]=[CH:37][CH:36]=[CH:35][C:31]=1[C:32]([OH:34])=[O:33]. (3) Given the reactants [O:1]1[CH2:6][CH2:5][CH:4]([C:7]([C:9]2[S:13][C:12]([NH2:14])=[N:11][C:10]=2[C:15]2[O:16][CH:17]=[CH:18][CH:19]=2)=[O:8])[CH2:3][CH2:2]1.[F:20][C:21]([F:33])([F:32])[O:22][C:23]1[CH:31]=[CH:30][CH:29]=[CH:28][C:24]=1[C:25](Cl)=[O:26].O, predict the reaction product. The product is: [O:16]1[CH:17]=[CH:18][CH:19]=[C:15]1[C:10]1[N:11]=[C:12]([NH:14][C:25](=[O:26])[C:24]2[CH:28]=[CH:29][CH:30]=[CH:31][C:23]=2[O:22][C:21]([F:20])([F:32])[F:33])[S:13][C:9]=1[C:7]([CH:4]1[CH2:5][CH2:6][O:1][CH2:2][CH2:3]1)=[O:8].